From a dataset of Forward reaction prediction with 1.9M reactions from USPTO patents (1976-2016). Predict the product of the given reaction. Given the reactants [Cl:1][C:2]1[CH:3]=[C:4]([C:8]2[N:9]=[C:10]([NH:16][C:17]3[CH:22]=[C:21]([CH2:23][CH:24](OC)[O:25]C)[CH:20]=[CH:19][C:18]=3[N+:29]([O-:31])=[O:30])[S:11][C:12]=2[C:13]([NH2:15])=[O:14])[CH:5]=[CH:6][CH:7]=1.C(O)=O, predict the reaction product. The product is: [Cl:1][C:2]1[CH:3]=[C:4]([C:8]2[N:9]=[C:10]([NH:16][C:17]3[CH:22]=[C:21]([CH2:23][CH:24]=[O:25])[CH:20]=[CH:19][C:18]=3[N+:29]([O-:31])=[O:30])[S:11][C:12]=2[C:13]([NH2:15])=[O:14])[CH:5]=[CH:6][CH:7]=1.